From a dataset of Full USPTO retrosynthesis dataset with 1.9M reactions from patents (1976-2016). Predict the reactants needed to synthesize the given product. (1) Given the product [Cl:1][C:2]1[CH:7]=[CH:6][C:5]([CH2:8][CH2:9][CH2:10][NH:11][C:12]2[CH:17]=[CH:16][C:15]([CH3:18])=[C:14]([NH2:19])[CH:13]=2)=[CH:4][CH:3]=1, predict the reactants needed to synthesize it. The reactants are: [Cl:1][C:2]1[CH:7]=[CH:6][C:5]([CH2:8][CH2:9][CH2:10][NH:11][C:12]2[CH:17]=[CH:16][C:15]([CH3:18])=[C:14]([N+:19]([O-])=O)[CH:13]=2)=[CH:4][CH:3]=1. (2) Given the product [F:17][C:3]1[CH:2]=[CH:1][CH:6]=[C:5]([F:7])[C:4]=1[CH2:8][N:9]1[CH:10]=[C:11]([C:14]([O:33][CH3:30])=[O:15])[N:12]=[N:13]1, predict the reactants needed to synthesize it. The reactants are: [CH:1]1[CH:2]=[C:3]([F:17])[C:4]([CH2:8][N:9]2[N:13]=[N:12][C:11]([C:14](N)=[O:15])=[CH:10]2)=[C:5]([F:7])[CH:6]=1.FC1C=CC=C(F)C=1CN=[N+]=[N-].[C:30](OC)(=[O:33])C#C. (3) Given the product [CH3:28][NH:27][C:25]1[CH:24]=[CH:23][C:21]2[N:20]([CH:26]=1)[C:19]1[N:10]([C:7]3[CH:8]=[CH:9][C:4]([N+:1]([O-:3])=[O:2])=[CH:5][CH:6]=3)[C:11](=[O:36])[C:12]3[C:17]([C:18]=1[N:22]=2)=[CH:16][CH:15]=[CH:14][CH:13]=3, predict the reactants needed to synthesize it. The reactants are: [N+:1]([C:4]1[CH:9]=[CH:8][C:7]([N:10]2[C:19]3[N:20]4[CH:26]=[C:25]([N:27](C)[C:28](=O)CCCCC)[CH:24]=[CH:23][C:21]4=[N:22][C:18]=3[C:17]3[C:12](=[CH:13][CH:14]=[CH:15][CH:16]=3)[C:11]2=[O:36])=[CH:6][CH:5]=1)([O-:3])=[O:2].OS(O)(=O)=O. (4) Given the product [F:55][C:54]1[CH:53]=[CH:52][CH:51]=[C:50]([F:56])[C:49]=1[C:32]1[NH:31][C:39]2[C:34]([CH:33]=1)=[CH:35][C:36]([C:7]1[N:3]([CH2:1][CH3:2])[N:4]=[C:5]([C:16]3[CH:21]=[CH:20][CH:19]=[CH:18][N:17]=3)[CH:6]=1)=[CH:37][CH:38]=2, predict the reactants needed to synthesize it. The reactants are: [CH2:1]([N:3]1[C:7](OS(C(F)(F)F)(=O)=O)=[CH:6][C:5]([C:16]2[CH:21]=[CH:20][CH:19]=[CH:18][N:17]=2)=[N:4]1)[CH3:2].C1(S([N:31]2[C:39]3[C:34](=[CH:35][C:36](B4OC(C)(C)C(C)(C)O4)=[CH:37][CH:38]=3)[CH:33]=[C:32]2[C:49]2[C:54]([F:55])=[CH:53][CH:52]=[CH:51][C:50]=2[F:56])(=O)=O)C=CC=CC=1. (5) Given the product [CH:21]([C:2]1[CH:11]=[C:10]2[C:5]([CH:6]=[CH:7][N:8]=[C:9]2[NH:12][C:13](=[O:20])[C:14]2[CH:19]=[CH:18][CH:17]=[CH:16][CH:15]=2)=[CH:4][CH:3]=1)=[O:22], predict the reactants needed to synthesize it. The reactants are: Br[C:2]1[CH:11]=[C:10]2[C:5]([CH:6]=[CH:7][N:8]=[C:9]2[NH:12][C:13](=[O:20])[C:14]2[CH:19]=[CH:18][CH:17]=[CH:16][CH:15]=2)=[CH:4][CH:3]=1.[CH:21](C1C=C2C(=CC=1)C(NC(=O)C1C=CC=CC=1)=NC=C2)=[O:22]. (6) Given the product [C:17]([O:16][C:14](=[O:15])[NH:21][C@H:22]([C:23](=[O:24])[NH:1][CH:2]1[C:8](=[O:9])[NH:7][C:6]2[CH:10]=[CH:11][CH:12]=[CH:13][C:5]=2[CH2:4][CH2:3]1)[CH2:26][CH3:27])([CH3:18])([CH3:19])[CH3:20], predict the reactants needed to synthesize it. The reactants are: [NH2:1][CH:2]1[C:8](=[O:9])[NH:7][C:6]2[CH:10]=[CH:11][CH:12]=[CH:13][C:5]=2[CH2:4][CH2:3]1.[C:14]([NH:21][C@@H:22]([CH2:26][CH3:27])[C:23](O)=[O:24])([O:16][C:17]([CH3:20])([CH3:19])[CH3:18])=[O:15].C1C=CC2N(O)N=NC=2C=1.O.CN(C(ON1N=NC2C=CC=CC1=2)=[N+](C)C)C.F[P-](F)(F)(F)(F)F. (7) Given the product [CH3:1][O:2][C:3](=[O:4])/[C:5](/[N:12]([CH3:11])[NH2:13])=[CH:6]\[C:7]([O:9][CH3:10])=[O:8], predict the reactants needed to synthesize it. The reactants are: [CH3:1][O:2][C:3]([C:5]#[C:6][C:7]([O:9][CH3:10])=[O:8])=[O:4].[CH3:11][NH:12][NH2:13]. (8) Given the product [C:29]([C:33]1[CH:38]=[CH:37][C:36]([C:12]2[N:13]([CH:18]([CH3:19])[CH3:20])[N:14]=[C:15]3[C:11]=2[CH2:10][CH2:9][NH:8][CH2:17][CH2:16]3)=[CH:35][CH:34]=1)([CH3:32])([CH3:31])[CH3:30], predict the reactants needed to synthesize it. The reactants are: C(OC([N:8]1[CH2:17][CH2:16][C:15]2[C:11](=[C:12](OS(C(F)(F)F)(=O)=O)[N:13]([CH:18]([CH3:20])[CH3:19])[N:14]=2)[CH2:10][CH2:9]1)=O)(C)(C)C.[C:29]([C:33]1[CH:38]=[CH:37][C:36](B(O)O)=[CH:35][CH:34]=1)([CH3:32])([CH3:31])[CH3:30]. (9) Given the product [Cl:76][C:62]1[N:61]=[C:60]([NH:59][C:48]2[CH:49]=[C:50]([CH:53]=[CH:54][C:55]=2[N+:56]([O-:58])=[O:57])[C:51]#[N:52])[N:68]=[C:67]2[C:63]=1[NH:64][C:65](=[O:75])[N:66]2[CH:69]1[CH2:70][CH2:71][O:72][CH2:73][CH2:74]1, predict the reactants needed to synthesize it. The reactants are: C1C=CC(P(C2C(C3C(P(C4C=CC=CC=4)C4C=CC=CC=4)=CC=C4C=3C=CC=C4)=C3C(C=CC=C3)=CC=2)C2C=CC=CC=2)=CC=1.Br[C:48]1[CH:49]=[C:50]([CH:53]=[CH:54][C:55]=1[N+:56]([O-:58])=[O:57])[C:51]#[N:52].[NH2:59][C:60]1[N:68]=[C:67]2[C:63]([NH:64][C:65](=[O:75])[N:66]2[CH:69]2[CH2:74][CH2:73][O:72][CH2:71][CH2:70]2)=[C:62]([Cl:76])[N:61]=1.C(=O)([O-])[O-].[Cs+].[Cs+]. (10) Given the product [CH3:1][C:2]1[CH:7]=[CH:6][C:5]([O:8][CH2:9][CH2:10][CH3:11])=[CH:4][C:3]=1[OH:14], predict the reactants needed to synthesize it. The reactants are: [CH3:1][C:2]1[CH:7]=[CH:6][C:5]([O:8][CH2:9][CH2:10][CH3:11])=[CH:4][C:3]=1N.N([O-])=[O:14].[Na+].